Dataset: Reaction yield outcomes from USPTO patents with 853,638 reactions. Task: Predict the reaction yield, written as a fraction of the theoretical maximum amount of product (1.0 means a 100% yield; for example, 0.34 means a 34% yield). (1) The reactants are [Cl:1][C:2]1[CH:7]=[CH:6][C:5]([C:8](=[N:10][S@](C(C)(C)C)=O)[CH3:9])=[C:4]([F:17])[CH:3]=1.C([BH-](C(CC)C)C(CC)C)(CC)C.[Li+]. The catalyst is C1COCC1. The product is [Cl:1][C:2]1[CH:7]=[CH:6][C:5]([C@H:8]([NH2:10])[CH3:9])=[C:4]([F:17])[CH:3]=1. The yield is 0.790. (2) The yield is 0.610. The catalyst is CC(N(C)C)=O.C(OCC)(=O)C.C1(P([C-]2C=CC=C2)C2C=CC=CC=2)C=CC=CC=1.[C-]1(P(C2C=CC=CC=2)C2C=CC=CC=2)C=CC=C1.[Fe+2].Cl[Pd]Cl. The reactants are CC1(C)C(C)(C)OB([C:9]2[CH:10]=[C:11]3[C:16](=[C:17]([C:19]([O:21][CH3:22])=[O:20])[CH:18]=2)[N:15]=[CH:14][CH:13]=[CH:12]3)O1.Br[C:25]([C:27]1[CH:28]=[N:29][CH:30]=[N:31][CH:32]=1)=[CH2:26].C([O-])([O-])=O.[Na+].[Na+]. The product is [N:29]1[CH:28]=[C:27]([C:25]([C:9]2[CH:10]=[C:11]3[C:16](=[C:17]([C:19]([O:21][CH3:22])=[O:20])[CH:18]=2)[N:15]=[CH:14][CH:13]=[CH:12]3)=[CH2:26])[CH:32]=[N:31][CH:30]=1.